From a dataset of Peptide-MHC class I binding affinity with 185,985 pairs from IEDB/IMGT. Regression. Given a peptide amino acid sequence and an MHC pseudo amino acid sequence, predict their binding affinity value. This is MHC class I binding data. (1) The peptide sequence is WTDVTPDC. The MHC is Mamu-A02 with pseudo-sequence Mamu-A02. The binding affinity (normalized) is 0.0756. (2) The peptide sequence is VPRDRNGTF. The MHC is HLA-A03:01 with pseudo-sequence HLA-A03:01. The binding affinity (normalized) is 0.0847. (3) The MHC is HLA-A02:01 with pseudo-sequence HLA-A02:01. The peptide sequence is VLAAVLLGA. The binding affinity (normalized) is 0.634.